Predict the reaction yield, written as a fraction of the theoretical maximum amount of product (1.0 means a 100% yield; for example, 0.34 means a 34% yield). From a dataset of Reaction yield outcomes from USPTO patents with 853,638 reactions. The reactants are [NH2:1][C:2]1[N:7]=[CH:6][N:5]=[C:4]2[N:8]([CH:12]([C:14]3[O:15][C:16](=[O:31])[C:17]4[C:22]([C:23]=3[C:24]3[CH:29]=[CH:28][CH:27]=[CH:26][CH:25]=3)=[CH:21][CH:20]=[C:19]([CH3:30])[CH:18]=4)[CH3:13])[N:9]=[C:10](I)[C:3]=12.[F:32][C:33]1[CH:34]=[C:35](B(O)O)[CH:36]=[C:37]([OH:39])[CH:38]=1.C1C=CC(P(C2C=CC=CC=2)C2C=CC=CC=2)=CC=1.C([O-])([O-])=O.[Na+].[Na+].Cl. The catalyst is CN(C=O)C.CCO.O.CC([O-])=O.CC([O-])=O.[Pd+2]. The product is [NH2:1][C:2]1[N:7]=[CH:6][N:5]=[C:4]2[N:8]([CH:12]([C:14]3[O:15][C:16](=[O:31])[C:17]4[C:22]([C:23]=3[C:24]3[CH:29]=[CH:28][CH:27]=[CH:26][CH:25]=3)=[CH:21][CH:20]=[C:19]([CH3:30])[CH:18]=4)[CH3:13])[N:9]=[C:10]([C:35]3[CH:36]=[C:37]([OH:39])[CH:38]=[C:33]([F:32])[CH:34]=3)[C:3]=12. The yield is 0.240.